This data is from Catalyst prediction with 721,799 reactions and 888 catalyst types from USPTO. The task is: Predict which catalyst facilitates the given reaction. Reactant: [NH:1]([C:6]([O:8][CH2:9][CH:10]1[C:22]2[C:17](=[CH:18][CH:19]=[CH:20][CH:21]=2)[C:16]2[C:11]1=[CH:12][CH:13]=[CH:14][CH:15]=2)=[O:7])[CH2:2][C:3]([OH:5])=O.[CH3:23][O:24][NH:25][CH3:26].C1C=CC2N(O)N=NC=2C=1.CCN=C=NCCCN(C)C.Cl.CCN(C(C)C)C(C)C. Product: [NH:1]([C:6]([O:8][CH2:9][CH:10]1[C:11]2[C:16](=[CH:15][CH:14]=[CH:13][CH:12]=2)[C:17]2[C:22]1=[CH:21][CH:20]=[CH:19][CH:18]=2)=[O:7])[CH2:2][C:3]([N:25]([O:24][CH3:23])[CH3:26])=[O:5]. The catalyst class is: 3.